This data is from Peptide-MHC class I binding affinity with 185,985 pairs from IEDB/IMGT. The task is: Regression. Given a peptide amino acid sequence and an MHC pseudo amino acid sequence, predict their binding affinity value. This is MHC class I binding data. (1) The peptide sequence is DAYNIADAAR. The MHC is HLA-A33:01 with pseudo-sequence HLA-A33:01. The binding affinity (normalized) is 1.00. (2) The peptide sequence is AWEILKFLI. The MHC is HLA-A24:02 with pseudo-sequence HLA-A24:02. The binding affinity (normalized) is 0.261. (3) The peptide sequence is TAYIGTSNW. The MHC is Mamu-B17 with pseudo-sequence Mamu-B17. The binding affinity (normalized) is 0.493. (4) The peptide sequence is FVKDWMDRI. The MHC is HLA-A24:03 with pseudo-sequence HLA-A24:03. The binding affinity (normalized) is 0.0847. (5) The peptide sequence is EQKGIQAWW. The MHC is HLA-B07:02 with pseudo-sequence HLA-B07:02. The binding affinity (normalized) is 0.0847. (6) The peptide sequence is DLLFNEKLK. The MHC is HLA-A68:01 with pseudo-sequence HLA-A68:01. The binding affinity (normalized) is 0.688. (7) The peptide sequence is RMRRAEPAA. The MHC is HLA-B18:01 with pseudo-sequence HLA-B18:01. The binding affinity (normalized) is 0. (8) The peptide sequence is MMMPMFNAF. The MHC is HLA-C07:01 with pseudo-sequence HLA-C07:01. The binding affinity (normalized) is 0.0847. (9) The peptide sequence is RTCSNWVPL. The MHC is BoLA-AW10 with pseudo-sequence BoLA-AW10. The binding affinity (normalized) is 0.0641.